Dataset: Forward reaction prediction with 1.9M reactions from USPTO patents (1976-2016). Task: Predict the product of the given reaction. (1) Given the reactants [CH2:1]([C:3]1[CH:4]=[C:5]([O:12][CH3:13])[C:6]([F:11])=[C:7]([CH:10]=1)[CH:8]=[O:9])[CH3:2].[C-:14]#[N:15].[K+].OS([O-])=O.[Na+], predict the reaction product. The product is: [CH2:1]([C:3]1[CH:4]=[C:5]([O:12][CH3:13])[C:6]([F:11])=[C:7]([CH:8]([OH:9])[C:14]#[N:15])[CH:10]=1)[CH3:2]. (2) Given the reactants C(O[C:4]([C:6]1([CH2:12][CH2:13]OC)[CH2:11][CH2:10][NH:9][CH2:8][CH2:7]1)=[O:5])C.[Cl:16][C:17]1[CH:22]=[CH:21][CH:20]=[CH:19][C:18]=1[S:23](Cl)(=[O:25])=[O:24].[O:27]1[CH2:31][CH2:30][CH:29]([O:32][C:33]2[CH:38]=[CH:37][C:36]([NH2:39])=[CH:35][CH:34]=2)[CH2:28]1, predict the reaction product. The product is: [Cl:16][C:17]1[CH:22]=[CH:21][CH:20]=[CH:19][C:18]=1[S:23]([N:9]1[CH2:8][CH2:7][C:6]2([C:4](=[O:5])[N:39]([C:36]3[CH:35]=[CH:34][C:33]([O:32][CH:29]4[CH2:30][CH2:31][O:27][CH2:28]4)=[CH:38][CH:37]=3)[CH2:13][CH2:12]2)[CH2:11][CH2:10]1)(=[O:25])=[O:24]. (3) Given the reactants [CH3:1][C:2]1[N:3]([C:16]2[CH:21]=[CH:20][NH:19][C:18](=[O:22])[CH:17]=2)[CH:4]=[C:5]([C:7]#[C:8][C:9]2[CH:10]=[C:11]([CH3:15])[CH:12]=[CH:13][CH:14]=2)[N:6]=1.Br[CH2:24][CH2:25][O:26][CH3:27], predict the reaction product. The product is: [CH3:27][O:26][CH2:25][CH2:24][N:19]1[CH:20]=[CH:21][C:16]([N:3]2[CH:4]=[C:5]([C:7]#[C:8][C:9]3[CH:10]=[C:11]([CH3:15])[CH:12]=[CH:13][CH:14]=3)[N:6]=[C:2]2[CH3:1])=[CH:17][C:18]1=[O:22]. (4) Given the reactants [OH:1][N:2]=[C:3]([NH2:10])[C:4]1[CH:9]=[CH:8][CH:7]=[N:6][CH:5]=1.[C:11]([O:15][C:16]([C:18]1[CH:19]=[C:20]([CH:24]=[CH:25][CH:26]=1)[C:21](O)=O)=[O:17])([CH3:14])([CH3:13])[CH3:12].N, predict the reaction product. The product is: [N:6]1[CH:7]=[CH:8][CH:9]=[C:4]([C:3]2[N:10]=[C:21]([C:20]3[CH:19]=[C:18]([CH:26]=[CH:25][CH:24]=3)[C:16]([O:15][C:11]([CH3:14])([CH3:12])[CH3:13])=[O:17])[O:1][N:2]=2)[CH:5]=1. (5) Given the reactants [C:1]([C:5]1[N:9]=[C:8]([N:10]2[CH2:15][CH2:14][CH:13]([NH:16][CH:17]3[CH2:19][CH2:18]3)[CH2:12][CH2:11]2)[O:7][N:6]=1)([CH3:4])([CH3:3])[CH3:2].[O:20]1[C:24]([C:25]2[N:26]=[CH:27][C:28]([C:31](O)=[O:32])=[N:29][CH:30]=2)=[CH:23][N:22]=[CH:21]1, predict the reaction product. The product is: [C:1]([C:5]1[N:9]=[C:8]([N:10]2[CH2:11][CH2:12][CH:13]([N:16]([CH:17]3[CH2:19][CH2:18]3)[C:31]([C:28]3[CH:27]=[N:26][C:25]([C:24]4[O:20][CH:21]=[N:22][CH:23]=4)=[CH:30][N:29]=3)=[O:32])[CH2:14][CH2:15]2)[O:7][N:6]=1)([CH3:4])([CH3:2])[CH3:3]. (6) Given the reactants [CH2:1]([N:4]1[CH2:9][CH2:8][S:7](=[O:10])[CH2:6][CH2:5]1)[C:2]#[CH:3].[F:11][C:12]1[CH:13]=[C:14]([CH:16]=[CH:17][C:18]=1[O:19][C:20]1[CH:25]=[CH:24][N:23]=[C:22]2[CH:26]=[C:27](I)[S:28][C:21]=12)[NH2:15], predict the reaction product. The product is: [NH2:15][C:14]1[CH:16]=[CH:17][C:18]([O:19][C:20]2[CH:25]=[CH:24][N:23]=[C:22]3[CH:26]=[C:27]([C:3]#[C:2][CH2:1][N:4]4[CH2:9][CH2:8][S:7](=[O:10])[CH2:6][CH2:5]4)[S:28][C:21]=23)=[C:12]([F:11])[CH:13]=1. (7) Given the reactants [C:1]([O:4][C@@H:5]1[C@H:9]([O:10][C:11](=[O:13])[CH3:12])[C@@H:8]([CH2:14][O:15][C:16](=[O:18])[CH3:17])[O:7][C@H:6]1[N:19]1[CH:27]=[N:26][C:25]2[C:20]1=[N:21][C:22]([I:29])=[N:23][C:24]=2Cl)(=[O:3])[CH3:2].[CH:30]1([NH2:35])[CH2:34][CH2:33][CH2:32][CH2:31]1.C(N(C(C)C)CC)(C)C, predict the reaction product. The product is: [C:11]([O:10][C@H:9]1[C@@H:5]([O:4][C:1](=[O:3])[CH3:2])[C@H:6]([N:19]2[CH:27]=[N:26][C:25]3[C:20]2=[N:21][C:22]([I:29])=[N:23][C:24]=3[NH:35][CH:30]2[CH2:34][CH2:33][CH2:32][CH2:31]2)[O:7][C@@H:8]1[CH2:14][O:15][C:16](=[O:18])[CH3:17])(=[O:13])[CH3:12]. (8) Given the reactants [Cl:1][C:2]1[CH:32]=[CH:31][CH:30]=[CH:29][C:3]=1[CH2:4][C:5]1[C:6]([CH:24](OC)[O:25]C)=[N:7][NH:8][C:9]=1[N:10]1[CH2:15][CH2:14][CH2:13][C@@H:12]([NH:16][C:17](=[O:23])[O:18][C:19]([CH3:22])([CH3:21])[CH3:20])[CH2:11]1.[H-].[Na+].[CH3:35][O:36][CH2:37]Cl.C(=O)([O-])[O-].[Na+].[Na+], predict the reaction product. The product is: [Cl:1][C:2]1[CH:32]=[CH:31][CH:30]=[CH:29][C:3]=1[CH2:4][C:5]1[C:6]([CH:24]=[O:25])=[N:7][N:8]([CH2:37][O:36][CH3:35])[C:9]=1[N:10]1[CH2:15][CH2:14][CH2:13][C@@H:12]([NH:16][C:17](=[O:23])[O:18][C:19]([CH3:22])([CH3:20])[CH3:21])[CH2:11]1. (9) Given the reactants [Si:1]([O:8][C:9]1[C:18]([CH3:19])=[CH:17][C:12]([C:13]([O:15][CH3:16])=[O:14])=[CH:11][C:10]=1[CH2:20][CH:21]=C)([C:4]([CH3:7])([CH3:6])[CH3:5])([CH3:3])[CH3:2].N1C(C)=CC=CC=1C.I([O-])(=O)(=O)=[O:32].[Na+].[BH4-].[Na+], predict the reaction product. The product is: [Si:1]([O:8][C:9]1[C:18]([CH3:19])=[CH:17][C:12]([C:13]([O:15][CH3:16])=[O:14])=[CH:11][C:10]=1[CH2:20][CH2:21][OH:32])([C:4]([CH3:5])([CH3:7])[CH3:6])([CH3:3])[CH3:2]. (10) Given the reactants [Si]([O:8][CH2:9][CH2:10][N:11]([C:22]1[CH:23]=[C:24]2[C:28](=[C:29]([CH:31]3[CH2:33][CH2:32]3)[CH:30]=1)[N:27]([C:34]1[CH:35]=[N:36][C:37]([CH3:40])=[CH:38][CH:39]=1)[CH:26]=[CH:25]2)[C:12]([C:14]1[C:15]([Cl:21])=[N:16][CH:17]=[N:18][C:19]=1[Cl:20])=[O:13])(C(C)(C)C)(C)C.Cl, predict the reaction product. The product is: [Cl:20][C:19]1[C:14]([C:12]([N:11]([C:22]2[CH:23]=[C:24]3[C:28](=[C:29]([CH:31]4[CH2:33][CH2:32]4)[CH:30]=2)[N:27]([C:34]2[CH:35]=[N:36][C:37]([CH3:40])=[CH:38][CH:39]=2)[CH:26]=[CH:25]3)[CH2:10][CH2:9][OH:8])=[O:13])=[C:15]([Cl:21])[N:16]=[CH:17][N:18]=1.